Dataset: Serine/threonine kinase 33 screen with 319,792 compounds. Task: Binary Classification. Given a drug SMILES string, predict its activity (active/inactive) in a high-throughput screening assay against a specified biological target. (1) The molecule is O=c1n(cnc2n(ncc12)C(C)(C)C)CC(OCc1ccccc1)=O. The result is 0 (inactive). (2) The compound is o1c2c(c(CNCC(CN(C)C)(C)C)cc1=O)c1c(cc2)cccc1. The result is 0 (inactive). (3) The compound is Clc1cc(NS(=O)(=O)c2cc3NC(=O)CCSc3cc2)c(OC)cc1. The result is 0 (inactive). (4) The compound is n1(nnc2c1cccc2)c1ccccc1. The result is 0 (inactive). (5) The result is 0 (inactive). The molecule is O=C(NC12CC3CC(C1)CC(C2)C3)NCc1c(n(nc1)CC)C. (6) The molecule is Brc1ccc(CC(=O)NCCc2ccccc2)cc1. The result is 0 (inactive).